The task is: Predict the reaction yield, written as a fraction of the theoretical maximum amount of product (1.0 means a 100% yield; for example, 0.34 means a 34% yield).. This data is from Reaction yield outcomes from USPTO patents with 853,638 reactions. (1) The reactants are [O:1]1[CH:3]2[CH2:4][CH2:5][CH2:6][CH2:7][CH2:8][CH2:9][CH2:10][CH2:11][CH2:12][CH2:13][CH:2]12.[Br-].[Li+]. No catalyst specified. The product is [C:2]1(=[O:1])[CH2:13][CH2:12][CH2:11][CH2:10][CH2:9][CH2:8][CH2:7][CH2:6][CH2:5][CH2:4][CH2:3]1. The yield is 0.966. (2) The reactants are Br[C:2]1[CH:7]=[CH:6][CH:5]=[CH:4][N:3]=1.C([Li])CCC.[CH3:13][C:14]1[CH:41]=[CH:40][CH:39]=[CH:38][C:15]=1[CH2:16][N:17]([CH2:30][C:31]1[CH:36]=[CH:35][CH:34]=[CH:33][C:32]=1[CH3:37])[C@@H:18]([CH2:21][C:22]1[CH:27]=[C:26]([F:28])[CH:25]=[C:24]([F:29])[CH:23]=1)[CH:19]=[O:20]. The catalyst is C1COCC1. The product is [CH3:13][C:14]1[CH:41]=[CH:40][CH:39]=[CH:38][C:15]=1[CH2:16][N:17]([CH2:30][C:31]1[CH:36]=[CH:35][CH:34]=[CH:33][C:32]=1[CH3:37])[C@@H:18]([CH2:21][C:22]1[CH:23]=[C:24]([F:29])[CH:25]=[C:26]([F:28])[CH:27]=1)[C@@H:19]([C:2]1[CH:7]=[CH:6][CH:5]=[CH:4][N:3]=1)[OH:20]. The yield is 0.400. (3) The reactants are [F:1][C:2]1[CH:7]=[CH:6][CH:5]=[CH:4][C:3]=1[OH:8].[Br:9][CH2:10][CH2:11][CH2:12]Br.C([O-])([O-])=O.[Cs+].[Cs+]. The catalyst is C(#N)C. The product is [F:1][C:2]1[CH:7]=[CH:6][CH:5]=[CH:4][C:3]=1[O:8][CH2:12][CH2:11][CH2:10][Br:9]. The yield is 0.262. (4) The reactants are [OH-:1].[Na+].[O:3]1[C:14]2[C:10]3[NH:11][C:12](=[O:13])[C:9]=3[CH:8]=[CH:7][C:6]=2[O:5][CH2:4]1.OO.Cl. The catalyst is O. The product is [NH2:11][C:10]1[C:14]2[O:3][CH2:4][O:5][C:6]=2[CH:7]=[CH:8][C:9]=1[C:12]([OH:1])=[O:13]. The yield is 0.640. (5) The reactants are [Br:1][C:2]1[CH:3]=[CH:4][CH:5]=[C:6]2[C:11]=1[N:10]=[C:9](Cl)[N:8]=[CH:7]2.[NH2:13][C@H:14]1[CH2:19][CH2:18][C@H:17]([OH:20])[CH2:16][CH2:15]1.C1CCN2C(=NCCC2)CC1. The catalyst is C(#N)C. The product is [Br:1][C:2]1[CH:3]=[CH:4][CH:5]=[C:6]2[C:11]=1[N:10]=[C:9]([NH:13][C@H:14]1[CH2:19][CH2:18][C@H:17]([OH:20])[CH2:16][CH2:15]1)[N:8]=[CH:7]2. The yield is 0.350. (6) The reactants are [NH2:1][CH2:2][C:3]1[N:4]=[C:5]([NH:8][C:9]([NH:11][C:12]2[CH:17]=[CH:16][C:15]([CH3:18])=[CH:14][C:13]=2[C:19]([CH:21]2[CH2:25][CH2:24][CH2:23][CH2:22]2)=[O:20])=[O:10])[S:6][CH:7]=1.[C:26](Cl)(=[O:28])[CH3:27]. No catalyst specified. The product is [CH:21]1([C:19]([C:13]2[CH:14]=[C:15]([CH3:18])[CH:16]=[CH:17][C:12]=2[NH:11][C:9](=[O:10])[NH:8][C:5]2[S:6][CH:7]=[C:3]([CH2:2][NH:1][C:26](=[O:28])[CH3:27])[N:4]=2)=[O:20])[CH2:25][CH2:24][CH2:23][CH2:22]1. The yield is 0.880. (7) The reactants are [NH2:1][C:2](/[N:4]=[C:5](/[N:7]([CH3:9])[CH3:8])\[CH3:6])=[S:3].[CH3:10][I:11]. The catalyst is C1COCC1. The product is [IH:11].[NH2:1][CH:2]([S:3][CH3:10])/[N:4]=[C:5](/[N:7]([CH3:9])[CH3:8])\[CH3:6]. The yield is 0.960.